This data is from Full USPTO retrosynthesis dataset with 1.9M reactions from patents (1976-2016). The task is: Predict the reactants needed to synthesize the given product. (1) Given the product [CH3:23][N:24]([CH3:29])[CH2:25][CH2:26][CH2:27][NH:28][C:16]([C:12]1[CH:11]=[C:10]2[C:15](=[CH:14][CH:13]=1)[N:7]([CH2:6][C:5]1[CH:4]=[CH:3][C:2]([F:1])=[CH:22][CH:21]=1)[C:8]([CH3:20])=[C:9]2[CH3:19])=[O:18], predict the reactants needed to synthesize it. The reactants are: [F:1][C:2]1[CH:22]=[CH:21][C:5]([CH2:6][N:7]2[C:15]3[C:10](=[CH:11][C:12]([C:16]([OH:18])=O)=[CH:13][CH:14]=3)[C:9]([CH3:19])=[C:8]2[CH3:20])=[CH:4][CH:3]=1.[CH3:23][N:24]([CH3:29])[CH2:25][CH2:26][CH2:27][NH2:28].ON1C2C=CC=CC=2N=N1.N=C=N.[N-]=C=O. (2) The reactants are: [CH:1]([O:4][C:5]1[CH:9]=[C:8]([CH2:10][CH2:11][CH2:12][OH:13])[N:7]([CH2:14][C:15]2[CH:20]=[CH:19][C:18]([C:21]([F:24])([F:23])[F:22])=[CH:17][CH:16]=2)[N:6]=1)([CH3:3])[CH3:2].O[C:26]1[C:31]([O:32][CH3:33])=[CH:30][CH:29]=[CH:28][C:27]=1[CH2:34][C:35]([O:37]C)=[O:36].C(P(CCCC)CCCC)CCC.N(C(N1CCCCC1)=O)=NC(N1CCCCC1)=O. Given the product [CH:1]([O:4][C:5]1[CH:9]=[C:8]([CH2:10][CH2:11][CH2:12][O:13][C:26]2[C:31]([O:32][CH3:33])=[CH:30][CH:29]=[CH:28][C:27]=2[CH2:34][C:35]([OH:37])=[O:36])[N:7]([CH2:14][C:15]2[CH:16]=[CH:17][C:18]([C:21]([F:23])([F:24])[F:22])=[CH:19][CH:20]=2)[N:6]=1)([CH3:3])[CH3:2], predict the reactants needed to synthesize it.